Task: Predict which catalyst facilitates the given reaction.. Dataset: Catalyst prediction with 721,799 reactions and 888 catalyst types from USPTO (1) Product: [OH:4][C:5]1[CH:10]=[C:9]([OH:11])[CH:8]=[C:7]([O:15][C:16]2[CH:17]=[CH:18][C:19]([N+:22]([O-:24])=[O:23])=[CH:20][CH:21]=2)[C:6]=1[C:25]1[O:29][N:28]=[C:27]([C:30]([O:32][CH2:33][CH3:34])=[O:31])[CH:26]=1. Reactant: COC[O:4][C:5]1[CH:10]=[C:9]([O:11]COC)[CH:8]=[C:7]([O:15][C:16]2[CH:21]=[CH:20][C:19]([N+:22]([O-:24])=[O:23])=[CH:18][CH:17]=2)[C:6]=1[C:25]1[O:29][N:28]=[C:27]([C:30]([O:32][CH2:33][CH3:34])=[O:31])[CH:26]=1.Cl. The catalyst class is: 714. (2) Reactant: [Cl:1][C:2]1[CH:14]=[C:13]([CH2:15]O)[CH:12]=[C:11]([O:17][CH3:18])[C:3]=1[O:4][CH2:5][C:6]([O:8][CH2:9][CH3:10])=[O:7].P(Br)(Br)[Br:20]. Product: [Br:20][CH2:15][C:13]1[CH:12]=[C:11]([O:17][CH3:18])[C:3]([O:4][CH2:5][C:6]([O:8][CH2:9][CH3:10])=[O:7])=[C:2]([Cl:1])[CH:14]=1. The catalyst class is: 4. (3) Product: [CH3:6][C:7]([CH3:39])([CH3:38])[C:8](=[O:37])[CH2:9][O:10][C:11]1[CH:16]=[CH:15][C:14]([C:17]([C:22]2[CH:27]=[CH:26][C:25]([NH:28][S:29]([CH2:32][CH2:33][S:3][CH2:1][CH3:2])(=[O:31])=[O:30])=[C:24]([CH3:35])[CH:23]=2)([CH2:20][CH3:21])[CH2:18][CH3:19])=[CH:13][C:12]=1[CH3:36]. The catalyst class is: 1. Reactant: [CH2:1]([SH:3])[CH3:2].[H-].[Na+].[CH3:6][C:7]([CH3:39])([CH3:38])[C:8](=[O:37])[CH2:9][O:10][C:11]1[CH:16]=[CH:15][C:14]([C:17]([C:22]2[CH:27]=[CH:26][C:25]([NH:28][S:29]([CH2:32][CH2:33]Cl)(=[O:31])=[O:30])=[C:24]([CH3:35])[CH:23]=2)([CH2:20][CH3:21])[CH2:18][CH3:19])=[CH:13][C:12]=1[CH3:36]. (4) Reactant: [CH:1]1[CH:2]=[CH:3][C:4]([Cl:21])=[C:5]([C:7]2[C:14]3[CH:15]=[C:16]([Cl:19])[CH:17]=[CH:18][C:13]=3[NH:12][C:10](=[O:11])[CH:9]([OH:20])[N:8]=2)[CH:6]=1.CO. Product: [CH:1]1[CH:2]=[CH:3][C:4]([Cl:21])=[C:5]([C:7]2[C:14]3[CH:15]=[C:16]([Cl:19])[CH:17]=[CH:18][C:13]=3[NH:12][C:10](=[O:11])[CH:9]([OH:20])[N:8]=2)[CH:6]=1. The catalyst class is: 13.